From a dataset of Peptide-MHC class I binding affinity with 185,985 pairs from IEDB/IMGT. Regression. Given a peptide amino acid sequence and an MHC pseudo amino acid sequence, predict their binding affinity value. This is MHC class I binding data. The peptide sequence is DTEFINKFL. The MHC is HLA-A68:02 with pseudo-sequence HLA-A68:02. The binding affinity (normalized) is 0.560.